Dataset: Catalyst prediction with 721,799 reactions and 888 catalyst types from USPTO. Task: Predict which catalyst facilitates the given reaction. (1) The catalyst class is: 19. Product: [CH2:18]([C:15]1[O:14][C:13]([CH2:12][CH2:11][NH2:10])=[N:17][CH:16]=1)[CH3:19]. Reactant: C(OC(=O)[NH:10][CH2:11][CH2:12][C:13]1[O:14][C:15]([CH2:18][CH3:19])=[CH:16][N:17]=1)C1C=CC=CC=1. (2) Reactant: [CH2:1]([Mg]Br)[CH2:2][CH2:3][CH2:4][CH3:5].[Br:8][C:9]1[CH:16]=[CH:15][C:12]([CH:13]=[O:14])=[CH:11][CH:10]=1. Product: [Br:8][C:9]1[CH:16]=[CH:15][C:12]([CH:13]([OH:14])[CH2:1][CH2:2][CH2:3][CH2:4][CH3:5])=[CH:11][CH:10]=1. The catalyst class is: 28. (3) Reactant: [Br:1][C:2]1[CH:7]=[CH:6][C:5]([S:8][C:9]2[CH:14]=[CH:13][C:12]([OH:15])=[CH:11][CH:10]=2)=[C:4]([N+:16]([O-])=O)[CH:3]=1.[Cl-].[NH4+].O1CCCC1.O. Product: [NH2:16][C:4]1[CH:3]=[C:2]([Br:1])[CH:7]=[CH:6][C:5]=1[S:8][C:9]1[CH:14]=[CH:13][C:12]([OH:15])=[CH:11][CH:10]=1. The catalyst class is: 415. (4) Reactant: [N:1]1([C:9]([O:11][CH2:12][C:13]2[CH:18]=[CH:17][CH:16]=[CH:15][CH:14]=2)=[O:10])[CH2:8][CH2:7][CH2:6][C@H:2]1[C:3]([OH:5])=O.CN(C(ON1N=NC2C=CC=NC1=2)=[N+](C)C)C.F[P-](F)(F)(F)(F)F.CCN(C(C)C)C(C)C.[NH2:52][C:53]1[S:54][CH:55]=[C:56]([C:58]2[CH:66]=[CH:65][C:61]([C:62]([OH:64])=[O:63])=[CH:60][CH:59]=2)[N:57]=1. Product: [CH2:12]([O:11][C:9]([N:1]1[CH2:8][CH2:7][CH2:6][CH:2]1[C:3](=[O:5])[NH:52][C:53]1[S:54][CH:55]=[C:56]([C:58]2[CH:59]=[CH:60][C:61]([C:62]([OH:64])=[O:63])=[CH:65][CH:66]=2)[N:57]=1)=[O:10])[C:13]1[CH:18]=[CH:17][CH:16]=[CH:15][CH:14]=1. The catalyst class is: 3. (5) Reactant: [H-].[Na+].CN(C=O)C.[CH2:8]([O:11][C:12]1[CH:17]=[C:16]([C:18]([F:21])([F:20])[F:19])[CH:15]=[CH:14][C:13]=1[SH:22])[CH2:9][CH3:10].Br[CH:24]1[CH2:29][CH2:28][N:27]([C:30]2[CH:35]=[CH:34][C:33]([C:36]([F:39])([F:38])[F:37])=[CH:32][N:31]=2)[CH2:26][CH2:25]1. Product: [CH2:8]([O:11][C:12]1[CH:17]=[C:16]([C:18]([F:19])([F:20])[F:21])[CH:15]=[CH:14][C:13]=1[S:22][CH:24]1[CH2:25][CH2:26][N:27]([C:30]2[CH:35]=[CH:34][C:33]([C:36]([F:39])([F:38])[F:37])=[CH:32][N:31]=2)[CH2:28][CH2:29]1)[CH2:9][CH3:10]. The catalyst class is: 6. (6) Reactant: C(OC([N:8]1[CH2:13][CH2:12][CH:11]([C:14]2[CH:15]=[N:16][CH:17]=[C:18]([C:20]3[CH:21]=[N:22][C:23]4[N:24]([C:30](=[O:32])[NH2:31])[CH2:25][CH2:26][CH2:27][C:28]=4[CH:29]=3)[CH:19]=2)[CH2:10][CH2:9]1)=O)(C)(C)C.Cl. Product: [N:16]1[CH:17]=[C:18]([C:20]2[CH:29]=[C:28]3[C:23](=[N:22][CH:21]=2)[N:24]([C:30]([NH2:31])=[O:32])[CH2:25][CH2:26][CH2:27]3)[CH:19]=[C:14]([CH:11]2[CH2:10][CH2:9][NH:8][CH2:13][CH2:12]2)[CH:15]=1. The catalyst class is: 135. (7) Reactant: Br[C:2]1[NH:3][C:4]2[C:9]([C:10]=1[C:11]1[CH:16]=[CH:15][C:14]([O:17][CH3:18])=[CH:13][CH:12]=1)=[CH:8][CH:7]=[CH:6][CH:5]=2.[CH3:19][C:20]1[C:24](B(O)O)=[C:23]([CH3:28])[O:22][N:21]=1. Product: [CH3:18][O:17][C:14]1[CH:15]=[CH:16][C:11]([C:10]2[C:9]3[C:4](=[CH:5][CH:6]=[CH:7][CH:8]=3)[NH:3][C:2]=2[C:24]2[C:20]([CH3:19])=[N:21][O:22][C:23]=2[CH3:28])=[CH:12][CH:13]=1. The catalyst class is: 73. (8) Reactant: [N:1]([CH2:4][C:5]([O:7][CH2:8][CH3:9])=[O:6])=[C:2]=[O:3].Cl.[NH2:11][C@@H:12]([CH2:17][NH:18][C:19]([O:21][C:22]([CH3:25])([CH3:24])[CH3:23])=[O:20])[C:13]([O:15][CH3:16])=[O:14]. Product: [CH2:8]([O:7][C:5]([CH2:4][NH:1][C:2]([NH:11][C@@H:12]([CH2:17][NH:18][C:19]([O:21][C:22]([CH3:25])([CH3:24])[CH3:23])=[O:20])[C:13]([O:15][CH3:16])=[O:14])=[O:3])=[O:6])[CH3:9]. The catalyst class is: 7. (9) Reactant: [CH:1]1([C@H:4]([N:8]2[CH:12]=[C:11]([C:13]3[C:14]4[CH:21]=[CH:20][NH:19][C:15]=4[N:16]=[CH:17][N:18]=3)[CH:10]=[N:9]2)[CH2:5][C:6]#[N:7])[CH2:3][CH2:2]1.[OH:22][P:23]([OH:26])([OH:25])=[O:24]. Product: [P:23]([OH:26])([OH:25])([OH:24])=[O:22].[CH:1]1([C@H:4]([N:8]2[CH:12]=[C:11]([C:13]3[C:14]4[CH:21]=[CH:20][NH:19][C:15]=4[N:16]=[CH:17][N:18]=3)[CH:10]=[N:9]2)[CH2:5][C:6]#[N:7])[CH2:3][CH2:2]1. The catalyst class is: 32. (10) Product: [C:1]([CH:3]([CH2:8][C:9]([CH3:12])([CH3:11])[CH3:10])[C:4]([O:6][CH3:7])=[O:5])#[N:2]. The catalyst class is: 78. Reactant: [C:1]([C:3](=[CH:8][C:9]([CH3:12])([CH3:11])[CH3:10])[C:4]([O:6][CH3:7])=[O:5])#[N:2].